Dataset: Aqueous solubility values for 9,982 compounds from the AqSolDB database. Task: Regression/Classification. Given a drug SMILES string, predict its absorption, distribution, metabolism, or excretion properties. Task type varies by dataset: regression for continuous measurements (e.g., permeability, clearance, half-life) or binary classification for categorical outcomes (e.g., BBB penetration, CYP inhibition). For this dataset (solubility_aqsoldb), we predict Y. The compound is CCCCCCCCCCCCCCCC(=O)OC/C=C(C)/C=C/C=C(C)/C=C/C1=C(C)CCCC1(C)C. The Y is -5.72 log mol/L.